The task is: Predict the reaction yield, written as a fraction of the theoretical maximum amount of product (1.0 means a 100% yield; for example, 0.34 means a 34% yield).. This data is from Reaction yield outcomes from USPTO patents with 853,638 reactions. The reactants are [F:1][C:2]1[CH:7]=[C:6]([N+:8]([O-:10])=[O:9])[CH:5]=[CH:4][C:3]=1[NH2:11].[Br:12]Br.C([O-])(O)=O.[Na+]. The catalyst is CC(O)=O. The product is [Br:12][C:4]1[CH:5]=[C:6]([N+:8]([O-:10])=[O:9])[CH:7]=[C:2]([F:1])[C:3]=1[NH2:11]. The yield is 0.970.